Dataset: Forward reaction prediction with 1.9M reactions from USPTO patents (1976-2016). Task: Predict the product of the given reaction. (1) Given the reactants [CH2:1]1[C:9]2[C:4](=[CH:5][CH:6]=[CH:7][CH:8]=2)[CH2:3][CH:2]1[NH:10][C:11]1[CH:12]=[C:13]2[C:18](=[CH:19][CH:20]=1)[N:17]=[C:16]([CH3:21])[C:15]([C:22]([O:24]C(C)(C)C)=[O:23])=[C:14]2[C:29]1[CH:34]=[CH:33][CH:32]=[CH:31][CH:30]=1, predict the reaction product. The product is: [CH2:1]1[C:9]2[C:4](=[CH:5][CH:6]=[CH:7][CH:8]=2)[CH2:3][CH:2]1[NH:10][C:11]1[CH:12]=[C:13]2[C:18](=[CH:19][CH:20]=1)[N:17]=[C:16]([CH3:21])[C:15]([C:22]([OH:24])=[O:23])=[C:14]2[C:29]1[CH:34]=[CH:33][CH:32]=[CH:31][CH:30]=1. (2) Given the reactants [NH2:1][C:2]1[CH:6]=[C:5]([C:7]2[CH:8]=[N:9][NH:10][C:11]=2[CH3:12])[S:4][C:3]=1[C:13]([NH2:15])=[O:14].[CH2:16]([N:23]1[CH2:28][CH2:27][C:26](=O)[CH2:25][CH2:24]1)[C:17]1[CH:22]=[CH:21][CH:20]=[CH:19][CH:18]=1.CC1(C)C2(CS(O)(=O)=O)C(CC1CC2)=O.[O-]S([O-])(=O)=O.[Mg+2].C([O-])(O)=O.[Na+], predict the reaction product. The product is: [CH2:16]([N:23]1[CH2:28][CH2:27][C:26]2([NH:1][C:2]3[CH:6]=[C:5]([C:7]4[CH:8]=[N:9][NH:10][C:11]=4[CH3:12])[S:4][C:3]=3[C:13](=[O:14])[NH:15]2)[CH2:25][CH2:24]1)[C:17]1[CH:22]=[CH:21][CH:20]=[CH:19][CH:18]=1.